From a dataset of NCI-60 drug combinations with 297,098 pairs across 59 cell lines. Regression. Given two drug SMILES strings and cell line genomic features, predict the synergy score measuring deviation from expected non-interaction effect. (1) Drug 1: COC1=NC(=NC2=C1N=CN2C3C(C(C(O3)CO)O)O)N. Drug 2: CCC1(C2=C(COC1=O)C(=O)N3CC4=CC5=C(C=CC(=C5CN(C)C)O)N=C4C3=C2)O.Cl. Cell line: UACC-257. Synergy scores: CSS=7.72, Synergy_ZIP=-2.98, Synergy_Bliss=-0.538, Synergy_Loewe=-12.4, Synergy_HSA=-0.921. (2) Drug 1: CC1=C(C=C(C=C1)NC(=O)C2=CC=C(C=C2)CN3CCN(CC3)C)NC4=NC=CC(=N4)C5=CN=CC=C5. Drug 2: CCC1(C2=C(COC1=O)C(=O)N3CC4=CC5=C(C=CC(=C5CN(C)C)O)N=C4C3=C2)O.Cl. Cell line: OVCAR-8. Synergy scores: CSS=22.2, Synergy_ZIP=1.12, Synergy_Bliss=-0.976, Synergy_Loewe=-32.1, Synergy_HSA=-3.66. (3) Drug 1: COC1=CC(=CC(=C1O)OC)C2C3C(COC3=O)C(C4=CC5=C(C=C24)OCO5)OC6C(C(C7C(O6)COC(O7)C8=CC=CS8)O)O. Drug 2: CC1=CC=C(C=C1)C2=CC(=NN2C3=CC=C(C=C3)S(=O)(=O)N)C(F)(F)F. Cell line: OVCAR-8. Synergy scores: CSS=26.4, Synergy_ZIP=-1.58, Synergy_Bliss=-1.79, Synergy_Loewe=-14.4, Synergy_HSA=-0.310. (4) Drug 1: C1=CN(C(=O)N=C1N)C2C(C(C(O2)CO)O)O.Cl. Drug 2: CCC1=C2CN3C(=CC4=C(C3=O)COC(=O)C4(CC)O)C2=NC5=C1C=C(C=C5)O. Cell line: SK-MEL-5. Synergy scores: CSS=37.7, Synergy_ZIP=-0.350, Synergy_Bliss=4.10, Synergy_Loewe=7.20, Synergy_HSA=8.26. (5) Drug 1: CS(=O)(=O)C1=CC(=C(C=C1)C(=O)NC2=CC(=C(C=C2)Cl)C3=CC=CC=N3)Cl. Cell line: MCF7. Synergy scores: CSS=10.1, Synergy_ZIP=-1.04, Synergy_Bliss=5.88, Synergy_Loewe=1.86, Synergy_HSA=4.99. Drug 2: COC1=C2C(=CC3=C1OC=C3)C=CC(=O)O2. (6) Drug 1: CN1C(=O)N2C=NC(=C2N=N1)C(=O)N. Drug 2: N.N.Cl[Pt+2]Cl. Cell line: OVCAR3. Synergy scores: CSS=12.4, Synergy_ZIP=0.648, Synergy_Bliss=2.54, Synergy_Loewe=-24.7, Synergy_HSA=0.0234. (7) Drug 1: C1CCN(CC1)CCOC2=CC=C(C=C2)C(=O)C3=C(SC4=C3C=CC(=C4)O)C5=CC=C(C=C5)O. Drug 2: CC12CCC3C(C1CCC2O)C(CC4=C3C=CC(=C4)O)CCCCCCCCCS(=O)CCCC(C(F)(F)F)(F)F. Cell line: SF-295. Synergy scores: CSS=4.08, Synergy_ZIP=-1.08, Synergy_Bliss=0.739, Synergy_Loewe=2.14, Synergy_HSA=1.31. (8) Drug 1: COC1=C(C=C2C(=C1)N=CN=C2NC3=CC(=C(C=C3)F)Cl)OCCCN4CCOCC4. Drug 2: C(CCl)NC(=O)N(CCCl)N=O. Cell line: HCT116. Synergy scores: CSS=17.3, Synergy_ZIP=-2.08, Synergy_Bliss=5.07, Synergy_Loewe=2.46, Synergy_HSA=5.41.